This data is from Forward reaction prediction with 1.9M reactions from USPTO patents (1976-2016). The task is: Predict the product of the given reaction. (1) Given the reactants C[O-].[Na+].C(O)(=O)C.[CH:8]([NH2:10])=[NH:9].Cl.[CH2:12]([N:19]1[CH2:24][CH2:23][CH:22]([C:25](OCC)=[O:26])[C:21](=O)[CH2:20]1)[C:13]1[CH:18]=[CH:17][CH:16]=[CH:15][CH:14]=1.C(O)(=O)C, predict the reaction product. The product is: [CH2:12]([N:19]1[CH2:24][CH2:23][C:22]2[C:25](=[O:26])[NH:10][CH:8]=[N:9][C:21]=2[CH2:20]1)[C:13]1[CH:18]=[CH:17][CH:16]=[CH:15][CH:14]=1. (2) The product is: [NH2:12][CH:11]([C:10]([C:6]1[CH:7]=[CH:8][CH:9]=[C:4]([CH2:3][O:2][CH3:1])[CH:5]=1)=[O:14])[C:15]([O:17][CH3:18])=[O:16]. Given the reactants [CH3:1][O:2][CH2:3][C:4]1[CH:5]=[C:6]([C:10]2[O:14]C=[N:12][C:11]=2[C:15]([O:17][CH3:18])=[O:16])[CH:7]=[CH:8][CH:9]=1.C(Cl)(=O)C, predict the reaction product. (3) Given the reactants [CH3:1][C:2]1[CH:23]=[CH:22][C:21]([N+:24]([O-])=O)=[CH:20][C:3]=1[C:4]([N:6]1[CH2:11][CH2:10][CH:9]([C:12]2[CH:19]=[CH:18][C:15]([C:16]#[N:17])=[CH:14][CH:13]=2)[CH2:8][CH2:7]1)=[O:5], predict the reaction product. The product is: [NH2:24][C:21]1[CH:22]=[CH:23][C:2]([CH3:1])=[C:3]([CH:20]=1)[C:4]([N:6]1[CH2:11][CH2:10][CH:9]([C:12]2[CH:13]=[CH:14][C:15]([C:16]#[N:17])=[CH:18][CH:19]=2)[CH2:8][CH2:7]1)=[O:5]. (4) Given the reactants [OH:1][CH:2]([C:22]1[CH:27]=[CH:26][C:25]([C:28]([F:31])([F:30])[F:29])=[CH:24][CH:23]=1)[C:3]1[CH:8]=[CH:7][N:6]=[CH:5][C:4]=1/[CH:9]=[CH:10]/[N:11]1[C:19](=[O:20])[C:18]2[C:13](=[CH:14][CH:15]=[CH:16][CH:17]=2)[C:12]1=[O:21], predict the reaction product. The product is: [OH:1][CH:2]([C:22]1[CH:23]=[CH:24][C:25]([C:28]([F:30])([F:31])[F:29])=[CH:26][CH:27]=1)[C:3]1[CH:8]=[CH:7][N:6]=[CH:5][C:4]=1[CH2:9][CH2:10][N:11]1[C:12](=[O:21])[C:13]2[C:18](=[CH:17][CH:16]=[CH:15][CH:14]=2)[C:19]1=[O:20]. (5) Given the reactants [CH3:1][CH:2]([OH:6])[CH:3]([OH:5])[CH3:4].S(=O)(=O)(O)O.P(=O)(O)(O)O.[CH3:17]C(=O)CC, predict the reaction product. The product is: [CH:2](=[O:6])[CH:3]([CH3:17])[CH3:4].[CH3:1][CH:2]([OH:6])[CH:3]([OH:5])[CH3:4]. (6) Given the reactants [F:1][C:2]([F:11])([F:10])[C:3]([NH:5][CH2:6][CH2:7][CH2:8][OH:9])=[O:4].C(N(CC)CC)C.[CH3:19][S:20](O[S:20]([CH3:19])(=[O:22])=[O:21])(=[O:22])=[O:21], predict the reaction product. The product is: [F:1][C:2]([F:10])([F:11])[C:3]([NH:5][CH2:6][CH2:7][CH2:8][O:9][S:20]([CH3:19])(=[O:22])=[O:21])=[O:4]. (7) The product is: [F:1][C:2]([F:12])([F:13])[CH2:3][O:4][C:5]1[CH:11]=[CH:10][CH:9]=[CH:8][C:6]=1[N:7]1[CH2:20][CH2:19][NH:18][CH2:17][CH2:16]1. Given the reactants [F:1][C:2]([F:13])([F:12])[CH2:3][O:4][C:5]1[CH:11]=[CH:10][CH:9]=[CH:8][C:6]=1[NH2:7].Cl.Cl[CH2:16][CH2:17][NH:18][CH2:19][CH2:20]Cl.[OH-].[Na+], predict the reaction product. (8) Given the reactants CO[C:3]([C@H:5]1[CH2:9][C@H:8]([OH:10])[C@@H:7]([NH:11][C:12]([C:14]2[S:15][C:16]([Cl:19])=[CH:17][CH:18]=2)=[O:13])[CH2:6]1)=[O:4].[NH2:20][C:21]1[CH:26]=[CH:25][C:24]([N:27]2[CH:32]=[CH:31][CH:30]=[CH:29][C:28]2=[O:33])=[CH:23][C:22]=1[CH3:34], predict the reaction product. The product is: [OH:10][C@H:8]1[CH2:9][C@H:5]([C:3](=[O:4])[NH:20][C:21]2[CH:26]=[CH:25][C:24]([N:27]3[CH:32]=[CH:31][CH:30]=[CH:29][C:28]3=[O:33])=[CH:23][C:22]=2[CH3:34])[CH2:6][C@@H:7]1[NH:11][C:12]([C:14]1[S:15][C:16]([Cl:19])=[CH:17][CH:18]=1)=[O:13].